Dataset: TCR-epitope binding with 47,182 pairs between 192 epitopes and 23,139 TCRs. Task: Binary Classification. Given a T-cell receptor sequence (or CDR3 region) and an epitope sequence, predict whether binding occurs between them. (1) The epitope is VVYRGTTTY. The TCR CDR3 sequence is CASSYSERGFTDTQYF. Result: 1 (the TCR binds to the epitope). (2) The epitope is SLFNTVATLY. The TCR CDR3 sequence is CASSIGQRNYNEQFF. Result: 0 (the TCR does not bind to the epitope). (3) The epitope is RLFRKSNLK. The TCR CDR3 sequence is CASSFLAGEGYEQYF. Result: 0 (the TCR does not bind to the epitope). (4) The epitope is NLVPMVATV. The TCR CDR3 sequence is CSVEGEGGSYNEQFF. Result: 1 (the TCR binds to the epitope). (5) The epitope is SSNVANYQK. The TCR CDR3 sequence is CSGAGGRLGGYTF. Result: 1 (the TCR binds to the epitope).